From a dataset of Forward reaction prediction with 1.9M reactions from USPTO patents (1976-2016). Predict the product of the given reaction. Given the reactants [F:1][C:2]1[C:3]([OH:24])=[C:4]([CH:18]=[C:19]([N+:21]([O-:23])=[O:22])[CH:20]=1)[CH2:5][N:6]([CH3:17])[C:7](=[O:16])[O:8][CH2:9][C:10]1[CH:15]=[CH:14][CH:13]=[CH:12][CH:11]=1.[CH:25]12[O:30][CH:29]1[CH2:28][O:27][CH2:26]2.C([O-])([O-])=O.[K+].[K+], predict the reaction product. The product is: [F:1][C:2]1[C:3]([O:24][C@H:29]2[C@H:25]([OH:30])[CH2:26][O:27][CH2:28]2)=[C:4]([CH:18]=[C:19]([N+:21]([O-:23])=[O:22])[CH:20]=1)[CH2:5][N:6]([CH3:17])[C:7](=[O:16])[O:8][CH2:9][C:10]1[CH:11]=[CH:12][CH:13]=[CH:14][CH:15]=1.